From a dataset of Acute oral toxicity (LD50) regression data from Zhu et al.. Regression/Classification. Given a drug SMILES string, predict its toxicity properties. Task type varies by dataset: regression for continuous values (e.g., LD50, hERG inhibition percentage) or binary classification for toxic/non-toxic outcomes (e.g., AMES mutagenicity, cardiotoxicity, hepatotoxicity). Dataset: ld50_zhu. (1) The drug is O=S1(=O)CC(Cl)(Cl)C(Cl)(Cl)C1. The rat oral LD50 is 3.47, given as -log10 of the dose in mol/kg body weight (higher means more acutely toxic). (2) The drug is ON=C1C=CC(=NO)C=C1. The rat oral LD50 is 2.47, given as -log10 of the dose in mol/kg body weight (higher means more acutely toxic). (3) The molecule is CCCCC(CC)COP(=O)(OCC(CC)CCCC)OCC(CC)CCCC. The rat oral LD50 is 1.07, given as -log10 of the dose in mol/kg body weight (higher means more acutely toxic). (4) The compound is CSCCC(N)C(=O)O. The rat oral LD50 is 0.617, given as -log10 of the dose in mol/kg body weight (higher means more acutely toxic). (5) The compound is CC(=O)Oc1ccc(C2(c3ccc(OC(C)=O)cc3)C(=O)N(C(C)=O)c3ccccc32)cc1. The rat oral LD50 is 2.95, given as -log10 of the dose in mol/kg body weight (higher means more acutely toxic).